Task: Regression. Given a peptide amino acid sequence and an MHC pseudo amino acid sequence, predict their binding affinity value. This is MHC class I binding data.. Dataset: Peptide-MHC class I binding affinity with 185,985 pairs from IEDB/IMGT (1) The peptide sequence is KQIGGTLFE. The MHC is HLA-B27:03 with pseudo-sequence HLA-B27:03. The binding affinity (normalized) is 0.0847. (2) The peptide sequence is RSLVCLAPK. The MHC is HLA-B18:01 with pseudo-sequence HLA-B18:01. The binding affinity (normalized) is 0.0847. (3) The peptide sequence is TMYLTMKAI. The MHC is HLA-A02:02 with pseudo-sequence HLA-A02:02. The binding affinity (normalized) is 0.317. (4) The binding affinity (normalized) is 0.0847. The MHC is HLA-A69:01 with pseudo-sequence HLA-A69:01. The peptide sequence is TTRAWFDKK. (5) The MHC is H-2-Kb with pseudo-sequence H-2-Kb. The peptide sequence is NNVINYSAL. The binding affinity (normalized) is 0.453. (6) The peptide sequence is AYAKQFAA. The MHC is H-2-Kd with pseudo-sequence H-2-Kd. The binding affinity (normalized) is 0.0989. (7) The peptide sequence is VIIAALVLV. The MHC is HLA-A02:01 with pseudo-sequence HLA-A02:01. The binding affinity (normalized) is 0.670. (8) The peptide sequence is YQRALHTSI. The MHC is HLA-A26:02 with pseudo-sequence HLA-A26:02. The binding affinity (normalized) is 0.0847. (9) The peptide sequence is KTTVDHMAI. The MHC is Mamu-A01 with pseudo-sequence Mamu-A01. The binding affinity (normalized) is 0.337. (10) The binding affinity (normalized) is 0.107. The MHC is HLA-B27:05 with pseudo-sequence HLA-B27:05. The peptide sequence is FSLPFPFLYKFLL.